Dataset: Catalyst prediction with 721,799 reactions and 888 catalyst types from USPTO. Task: Predict which catalyst facilitates the given reaction. (1) Reactant: [OH:1][CH2:2][CH:3]([CH2:5]O)O.[C:7](=[O:9])=[O:8].[O:10]=[O:11]. Product: [O:10]=[O:11].[CH:2]([CH:3]=[CH2:5])=[O:1].[C:7](=[O:9])=[O:8]. The catalyst class is: 6. (2) The catalyst class is: 390. Product: [CH:38]([O:37][C:35]([N:24]1[CH2:25][CH2:26][CH:21]([NH:20][C:16]2[CH:15]=[C:14]([N:10]3[C:11]4[C:7](=[CH:6][C:5]([S:2]([CH3:1])(=[O:4])=[O:3])=[CH:13][CH:12]=4)[CH2:8][CH2:9]3)[N:19]=[CH:18][N:17]=2)[CH2:22][CH2:23]1)=[O:36])([CH3:40])[CH3:39]. Reactant: [CH3:1][S:2]([C:5]1[CH:6]=[C:7]2[C:11](=[CH:12][CH:13]=1)[N:10]([C:14]1[N:19]=[CH:18][N:17]=[C:16]([NH:20][CH:21]3[CH2:26][CH2:25][NH:24][CH2:23][CH2:22]3)[CH:15]=1)[CH2:9][CH2:8]2)(=[O:4])=[O:3].C(N(CC)CC)C.Cl[C:35]([O:37][CH:38]([CH3:40])[CH3:39])=[O:36]. (3) Reactant: [CH3:1][O:2][CH2:3][O:4][C:5]1[C:6]([CH2:19][CH2:20][NH2:21])=[C:7]2[C:12](=[C:13]([CH3:16])[C:14]=1[CH3:15])[O:11][C:10]([CH3:18])([CH3:17])[CH2:9][CH2:8]2.[S:22](Cl)([C:25]1[CH:31]=[CH:30][C:28]([CH3:29])=[CH:27][CH:26]=1)(=[O:24])=[O:23].N1C=CC=CC=1. Product: [CH3:1][O:2][CH2:3][O:4][C:5]1[C:6]([CH2:19][CH2:20][NH:21][S:22]([C:25]2[CH:31]=[CH:30][C:28]([CH3:29])=[CH:27][CH:26]=2)(=[O:24])=[O:23])=[C:7]2[C:12](=[C:13]([CH3:16])[C:14]=1[CH3:15])[O:11][C:10]([CH3:18])([CH3:17])[CH2:9][CH2:8]2. The catalyst class is: 49. (4) Reactant: [CH3:1][O:2][C:3]1[C:8]([C:9]([O:11]C)=[O:10])=[CH:7][C:6]([C:13]2[CH:18]=[CH:17][CH:16]=[CH:15][CH:14]=2)=[C:5]([C:19]2[CH:24]=[CH:23][C:22]([Cl:25])=[CH:21][CH:20]=2)[N:4]=1.[OH-].[Na+].Cl. Product: [CH3:1][O:2][C:3]1[C:8]([C:9]([OH:11])=[O:10])=[CH:7][C:6]([C:13]2[CH:14]=[CH:15][CH:16]=[CH:17][CH:18]=2)=[C:5]([C:19]2[CH:20]=[CH:21][C:22]([Cl:25])=[CH:23][CH:24]=2)[N:4]=1. The catalyst class is: 24. (5) Reactant: [H-].[Al+3].[Li+].[H-].[H-].[H-].[CH2:7]([C:10]1[CH:15]=[CH:14][C:13]([C@H:16]2[CH2:21][CH2:20][C@H:19]([CH:22]=[O:23])[CH2:18][CH2:17]2)=[CH:12][CH:11]=1)[CH2:8][CH3:9].C(OCC)(=O)C.N. Product: [CH2:7]([C:10]1[CH:11]=[CH:12][C:13]([C@H:16]2[CH2:21][CH2:20][C@H:19]([CH2:22][OH:23])[CH2:18][CH2:17]2)=[CH:14][CH:15]=1)[CH2:8][CH3:9]. The catalyst class is: 1. (6) Reactant: [CH3:1][O:2][C:3](=[O:25])[C:4]([NH:7][C:8]([C:10]1[CH:19]=[CH:18][C:17]2[C:12](=[CH:13][CH:14]=[CH:15][C:16]=2[F:20])[C:11]=1[O:21]COC)=[O:9])([CH3:6])[CH3:5].B(Cl)(Cl)Cl. Product: [CH3:1][O:2][C:3](=[O:25])[C:4]([NH:7][C:8]([C:10]1[CH:19]=[CH:18][C:17]2[C:12](=[CH:13][CH:14]=[CH:15][C:16]=2[F:20])[C:11]=1[OH:21])=[O:9])([CH3:6])[CH3:5]. The catalyst class is: 614.